This data is from NCI-60 drug combinations with 297,098 pairs across 59 cell lines. The task is: Regression. Given two drug SMILES strings and cell line genomic features, predict the synergy score measuring deviation from expected non-interaction effect. (1) Drug 1: C1=CC=C(C=C1)NC(=O)CCCCCCC(=O)NO. Drug 2: CCC1(C2=C(COC1=O)C(=O)N3CC4=CC5=C(C=CC(=C5CN(C)C)O)N=C4C3=C2)O.Cl. Cell line: MALME-3M. Synergy scores: CSS=23.6, Synergy_ZIP=-3.11, Synergy_Bliss=1.90, Synergy_Loewe=2.57, Synergy_HSA=5.29. (2) Drug 1: CN1C(=O)N2C=NC(=C2N=N1)C(=O)N. Drug 2: B(C(CC(C)C)NC(=O)C(CC1=CC=CC=C1)NC(=O)C2=NC=CN=C2)(O)O. Cell line: NCI-H522. Synergy scores: CSS=67.3, Synergy_ZIP=0.395, Synergy_Bliss=0.0343, Synergy_Loewe=-49.5, Synergy_HSA=0.159. (3) Drug 1: C1=CC=C(C(=C1)C(C2=CC=C(C=C2)Cl)C(Cl)Cl)Cl. Drug 2: C(CC(=O)O)C(=O)CN.Cl. Cell line: SW-620. Synergy scores: CSS=1.70, Synergy_ZIP=0.169, Synergy_Bliss=2.77, Synergy_Loewe=-0.915, Synergy_HSA=1.14. (4) Synergy scores: CSS=63.1, Synergy_ZIP=-0.748, Synergy_Bliss=-0.996, Synergy_Loewe=-6.88, Synergy_HSA=1.04. Drug 2: C1CN1P(=S)(N2CC2)N3CC3. Cell line: CCRF-CEM. Drug 1: C1=CC(=C2C(=C1NCCNCCO)C(=O)C3=C(C=CC(=C3C2=O)O)O)NCCNCCO.